Dataset: Reaction yield outcomes from USPTO patents with 853,638 reactions. Task: Predict the reaction yield, written as a fraction of the theoretical maximum amount of product (1.0 means a 100% yield; for example, 0.34 means a 34% yield). The catalyst is CO. The product is [OH:3][C:1]1[CH:4]=[C:5]2[C:10](=[CH:11][CH:12]=1)[O:9][C:8]([C:14]1[CH:15]=[CH:16][C:17]([CH2:26][OH:27])=[CH:18][CH:19]=1)=[CH:7][C:6]2=[O:23]. The yield is 0.500. The reactants are [C:1]([C:4]1C=[CH:12][CH:11]=[C:10]2[C:5]=1[C:6](=[O:23])[C:7](C(=O)C)=[C:8]([C:14]1[CH:19]=[CH:18][CH:17]=[CH:16][CH:15]=1)[O:9]2)(=[O:3])C.C1C[O:27][CH2:26]C1.C([O-])([O-])=O.[K+].[K+].Cl.